This data is from Full USPTO retrosynthesis dataset with 1.9M reactions from patents (1976-2016). The task is: Predict the reactants needed to synthesize the given product. (1) Given the product [CH2:31]([N:8]([C:7]1[C:2]([Br:1])=[N:3][CH:4]=[CH:5][CH:6]=1)[S:9]([C:12]1[CH:17]=[CH:16][C:15]([O:18][C:19]2[CH:20]=[CH:21][CH:22]=[CH:23][CH:24]=2)=[CH:14][CH:13]=1)(=[O:11])=[O:10])[C:32]1[CH:37]=[CH:36][CH:35]=[CH:34][CH:33]=1, predict the reactants needed to synthesize it. The reactants are: [Br:1][C:2]1[C:7]([NH:8][S:9]([C:12]2[CH:17]=[CH:16][C:15]([O:18][C:19]3[CH:24]=[CH:23][CH:22]=[CH:21][CH:20]=3)=[CH:14][CH:13]=2)(=[O:11])=[O:10])=[CH:6][CH:5]=[CH:4][N:3]=1.C([O-])([O-])=O.[K+].[K+].[CH2:31](Br)[C:32]1[CH:37]=[CH:36][CH:35]=[CH:34][CH:33]=1. (2) Given the product [ClH:1].[CH3:20][NH:19][C@H:12]1[C:13]2[C:18](=[CH:17][CH:16]=[CH:15][CH:14]=2)[C@@H:9]([C:4]2[CH:5]=[CH:6][C:7]([Cl:8])=[C:2]([Cl:1])[CH:3]=2)[CH2:10][CH2:11]1, predict the reactants needed to synthesize it. The reactants are: [Cl:1][C:2]1[CH:3]=[C:4]([CH:9]2[C:18]3[C:13](=[CH:14][CH:15]=[CH:16][CH:17]=3)[CH:12]([NH:19][CH3:20])[CH2:11][CH2:10]2)[CH:5]=[CH:6][C:7]=1[Cl:8].N1C=CC=CC=1.[OH-].[K+].Cl. (3) Given the product [CH2:1]([C:5]1[N:9]([C:10]([CH3:13])([CH3:12])[CH3:11])[N:8]=[C:7]([C:14]([NH2:20])=[O:16])[CH:6]=1)[CH2:2][CH2:3][CH3:4], predict the reactants needed to synthesize it. The reactants are: [CH2:1]([C:5]1[N:9]([C:10]([CH3:13])([CH3:12])[CH3:11])[N:8]=[C:7]([C:14]([O:16]CC)=O)[CH:6]=1)[CH2:2][CH2:3][CH3:4].[OH-].[NH4+:20].CO. (4) Given the product [Cl:8][C:5]1[CH:6]=[CH:7][C:2]([NH:1][C:15](=[O:22])[C:16]2[CH:21]=[CH:20][CH:19]=[CH:18][CH:17]=2)=[C:3]([OH:9])[CH:4]=1, predict the reactants needed to synthesize it. The reactants are: [NH2:1][C:2]1[CH:7]=[CH:6][C:5]([Cl:8])=[CH:4][C:3]=1[OH:9].C(=O)(O)[O-].[Na+].[C:15](Cl)(=[O:22])[C:16]1[CH:21]=[CH:20][CH:19]=[CH:18][CH:17]=1. (5) Given the product [NH2:7][C:6]1[CH:8]=[C:2]([N:17]2[CH2:18][CH2:19][CH:14]([N:13]([CH3:20])[CH3:12])[CH2:15][CH2:16]2)[CH:3]=[CH:4][C:5]=1[N+:9]([O-:11])=[O:10], predict the reactants needed to synthesize it. The reactants are: Cl[C:2]1[CH:3]=[CH:4][C:5]([N+:9]([O-:11])=[O:10])=[C:6]([CH:8]=1)[NH2:7].[CH3:12][N:13]([CH3:20])[CH:14]1[CH2:19][CH2:18][NH:17][CH2:16][CH2:15]1.C([O-])([O-])=O.[K+].[K+]. (6) Given the product [C:1]1([C:27]2[CH:32]=[CH:31][CH:30]=[CH:29][CH:28]=2)[CH:6]=[CH:5][C:4]([CH2:7][C@@H:8]([NH:17][C:18]([C:20]2[S:24][C:23](=[O:25])[NH:22][CH:21]=2)=[O:19])[CH2:9][C@@H:10]([CH3:16])[C:11]([O:13][CH2:14][CH3:15])=[O:12])=[CH:3][CH:2]=1, predict the reactants needed to synthesize it. The reactants are: [C:1]1([C:27]2[CH:32]=[CH:31][CH:30]=[CH:29][CH:28]=2)[CH:6]=[CH:5][C:4]([CH2:7][C@@H:8]([NH:17][C:18]([C:20]2[S:24][C:23]([O:25]C)=[N:22][CH:21]=2)=[O:19])[CH2:9][C@@H:10]([CH3:16])[C:11]([O:13][CH2:14][CH3:15])=[O:12])=[CH:3][CH:2]=1.Cl. (7) Given the product [Cl:24][C:25]1[CH:30]=[CH:29][C:28]([C:31]2[C:32]3[C:33](=[CH:42][NH:43][C:44](=[O:46])[CH:45]=3)[C:34]3[C:40]([CH3:41])=[N:39][O:38][C:35]=3[CH2:36][N:37]=2)=[CH:27][CH:26]=1, predict the reactants needed to synthesize it. The reactants are: ClC1C=CC(C2C3C=CC(=O)NC=3C3C(C)=NOC=3CN=2)=CC=1.[Cl:24][C:25]1[CH:30]=[CH:29][C:28]([C:31]2[C:32]3[CH:45]=[C:44]([O:46]C)[N:43]=[CH:42][C:33]=3[C:34]3[C:40]([CH3:41])=[N:39][O:38][C:35]=3[CH2:36][N:37]=2)=[CH:27][CH:26]=1.ClC1N=CC2C3C(C)=NOC=3CN=C(C3C=CC(Cl)=CC=3)C=2C=1.ClC1C=CC(C2C3C(OC)=NC=CC=3C3C(C)=NOC=3CN=2)=CC=1.ClC1C=CC(C2C3C=CC(OC)=NC=3C3C(C)=NOC=3CN=2)=CC=1. (8) The reactants are: [OH:1][CH:2]1[CH2:7][CH2:6][NH:5][CH2:4][CH2:3]1.CCN(C(C)C)C(C)C.Br[CH2:18][C:19]1[CH:26]=[CH:25][CH:24]=[CH:23][C:20]=1[C:21]#[N:22]. Given the product [OH:1][CH:2]1[CH2:7][CH2:6][N:5]([CH2:18][C:19]2[CH:26]=[CH:25][CH:24]=[CH:23][C:20]=2[C:21]#[N:22])[CH2:4][CH2:3]1, predict the reactants needed to synthesize it. (9) Given the product [F:29][C:28]([F:30])([F:31])[CH:27]([CH3:32])[CH:21]([C:18]1[CH:17]=[CH:16][C:15]([CH2:14][N:2]2[CH2:3][C:4]3[C:9](=[CH:8][CH:7]=[CH:6][CH:5]=3)[C:1]2=[O:10])=[CH:20][CH:19]=1)[C:22]([O:24][CH2:25][CH3:26])=[O:23], predict the reactants needed to synthesize it. The reactants are: [C:1]1(=[O:10])[C:9]2[C:4](=[CH:5][CH:6]=[CH:7][CH:8]=2)[CH2:3][NH:2]1.[H-].[Na+].Br[CH2:14][C:15]1[CH:20]=[CH:19][C:18]([CH:21]([CH:27]([CH3:32])[C:28]([F:31])([F:30])[F:29])[C:22]([O:24][CH2:25][CH3:26])=[O:23])=[CH:17][CH:16]=1.O. (10) Given the product [CH:16]([N:20]1[CH:24]=[C:23]([C:9]2[CH:10]=[CH:11][N:12]=[CH:13][CH:14]=2)[C:22]([C:26]2[S:27][CH:28]=[C:29]([Cl:31])[CH:30]=2)=[N:21]1)([CH2:18][CH3:19])[CH3:17], predict the reactants needed to synthesize it. The reactants are: CC1(C)C(C)(C)OB([C:9]2[CH:14]=[CH:13][N:12]=[CH:11][CH:10]=2)O1.[CH:16]([N:20]1[CH:24]=[C:23](I)[C:22]([C:26]2[S:27][CH:28]=[C:29]([Cl:31])[CH:30]=2)=[N:21]1)([CH2:18][CH3:19])[CH3:17].C(=O)([O-])[O-].[Na+].[Na+].